Dataset: Peptide-MHC class I binding affinity with 185,985 pairs from IEDB/IMGT. Task: Regression. Given a peptide amino acid sequence and an MHC pseudo amino acid sequence, predict their binding affinity value. This is MHC class I binding data. (1) The peptide sequence is EEAALCTFLL. The MHC is HLA-B45:01 with pseudo-sequence HLA-B45:01. The binding affinity (normalized) is 0.585. (2) The peptide sequence is FLILPQAKK. The MHC is HLA-A29:02 with pseudo-sequence HLA-A29:02. The binding affinity (normalized) is 0.0847. (3) The peptide sequence is EQGMSPSY. The MHC is Mamu-B52 with pseudo-sequence Mamu-B52. The binding affinity (normalized) is 0.152. (4) The binding affinity (normalized) is 0. The peptide sequence is LLPAALACW. The MHC is HLA-A01:01 with pseudo-sequence HLA-A01:01. (5) The peptide sequence is RRKTNLYGF. The MHC is HLA-B44:02 with pseudo-sequence HLA-B44:02. The binding affinity (normalized) is 0.0847. (6) The peptide sequence is MGYCRARL. The MHC is H-2-Kb with pseudo-sequence H-2-Kb. The binding affinity (normalized) is 0.775.